This data is from Forward reaction prediction with 1.9M reactions from USPTO patents (1976-2016). The task is: Predict the product of the given reaction. Given the reactants [Si]([O:8][CH2:9][C@@H:10]([N:19]([CH3:32])[C:20]([NH:22][CH2:23][C:24]1[CH:29]=[CH:28][CH:27]=[C:26]([F:30])[C:25]=1[Cl:31])=[O:21])[CH2:11][C@@H:12]1[CH2:16][O:15][C:14]([CH3:18])([CH3:17])[O:13]1)(C(C)(C)C)(C)C.CCCC[N+](CCCC)(CCCC)CCCC.[F-], predict the reaction product. The product is: [Cl:31][C:25]1[C:26]([F:30])=[CH:27][CH:28]=[CH:29][C:24]=1[CH2:23][NH:22][C:20](=[O:21])[N:19]([C@H:10]([CH2:9][OH:8])[CH2:11][C@@H:12]1[CH2:16][O:15][C:14]([CH3:18])([CH3:17])[O:13]1)[CH3:32].